Predict the product of the given reaction. From a dataset of Forward reaction prediction with 1.9M reactions from USPTO patents (1976-2016). (1) Given the reactants Cl.C(OC([N:9]1[CH2:14][CH2:13][N:12]([C:15](=[O:35])[C:16]2[CH:21]=[C:20]([CH2:22][O:23][C:24]3[CH:29]=[CH:28][C:27]([F:30])=[CH:26][C:25]=3[C:31](=[O:33])[NH2:32])[CH:19]=[CH:18][C:17]=2[F:34])[CH2:11][CH2:10]1)=O)(C)(C)C, predict the reaction product. The product is: [F:30][C:27]1[CH:28]=[CH:29][C:24]([O:23][CH2:22][C:20]2[CH:19]=[CH:18][C:17]([F:34])=[C:16]([C:15]([N:12]3[CH2:11][CH2:10][NH:9][CH2:14][CH2:13]3)=[O:35])[CH:21]=2)=[C:25]([CH:26]=1)[C:31]([NH2:32])=[O:33]. (2) Given the reactants [CH:1]1([NH:6][C:7]2[C:8]([N:17]3[CH2:22][CH2:21][N:20]([C:23]([C:25]4[CH:30]=[C:29]([Cl:31])[CH:28]=[CH:27][C:26]=4[Cl:32])=O)[CH2:19][CH2:18]3)=[N:9][C:10]3[C:15]([N:16]=2)=[CH:14][CH:13]=[CH:12][CH:11]=3)[CH2:5][CH2:4][CH2:3][CH2:2]1.FC(F)(F)S(OS(C(F)(F)F)(=O)=O)(=O)=O.[BH4-].[Na+], predict the reaction product. The product is: [CH:1]1([NH:6][C:7]2[C:8]([N:17]3[CH2:18][CH2:19][N:20]([CH2:23][C:25]4[CH:30]=[C:29]([Cl:31])[CH:28]=[CH:27][C:26]=4[Cl:32])[CH2:21][CH2:22]3)=[N:9][C:10]3[C:15](=[CH:14][CH:13]=[CH:12][CH:11]=3)[N:16]=2)[CH2:2][CH2:3][CH2:4][CH2:5]1. (3) Given the reactants CS([O:5][CH2:6][CH2:7][CH2:8][CH2:9][O:10][CH:11]=[CH2:12])(=O)=O.[CH3:13][C:14]([CH3:32])([Si:16]([CH3:31])([CH3:30])[O:17][CH2:18][CH:19](O)[CH2:20][O:21][Si:22]([CH3:28])([CH3:27])[C:23]([CH3:26])([CH3:25])[CH3:24])[CH3:15].[H-].[Na+], predict the reaction product. The product is: [Si:16]([O:17][CH2:18][CH:19]([O:5][CH2:6][CH2:7][CH2:8][CH2:9][O:10][CH:11]=[CH2:12])[CH2:20][O:21][Si:22]([CH3:27])([CH3:28])[C:23]([CH3:26])([CH3:25])[CH3:24])([C:14]([CH3:32])([CH3:15])[CH3:13])([CH3:30])[CH3:31]. (4) The product is: [CH2:18]([O:20][CH:21]([C:28]1[CH:29]=[CH:30][C:31]([C:34]2[O:35][C:36]([CH3:39])=[N:37][N:38]=2)=[CH:32][CH:33]=1)[C:22]([C:15]1[O:14][C:13]([C:5]2[CH:6]=[C:7]([O:11][CH3:12])[C:8]([O:9][CH3:10])=[C:3]([O:2][CH3:1])[CH:4]=2)=[CH:17][CH:16]=1)=[O:23])[CH3:19]. Given the reactants [CH3:1][O:2][C:3]1[CH:4]=[C:5]([C:13]2[O:14][CH:15]=[CH:16][CH:17]=2)[CH:6]=[C:7]([O:11][CH3:12])[C:8]=1[O:9][CH3:10].[CH2:18]([O:20][CH:21]([C:28]1[CH:33]=[CH:32][C:31]([C:34]2[O:35][C:36]([CH3:39])=[N:37][N:38]=2)=[CH:30][CH:29]=1)[C:22](N(OC)C)=[O:23])[CH3:19], predict the reaction product. (5) Given the reactants CC1C=C(N2CCN(CCOC3C=CC=CC=3)C2=O)SC=1C(O)=O.[F:25][C:26]1[CH:47]=[CH:46][C:29]([CH2:30][N:31]2[CH2:35][CH2:34][N:33]([C:36]3[S:40][C:39]([C:41](O)=[O:42])=[C:38]([CH3:44])[CH:37]=3)[C:32]2=[O:45])=[CH:28][CH:27]=1.Cl.Cl.[NH:50]1[C:54]2[CH:55]=[CH:56][CH:57]=[CH:58][C:53]=2[N:52]=[C:51]1[CH2:59][NH2:60], predict the reaction product. The product is: [NH:50]1[C:54]2[CH:55]=[CH:56][CH:57]=[CH:58][C:53]=2[N:52]=[C:51]1[CH2:59][NH:60][C:41]([C:39]1[S:40][C:36]([N:33]2[CH2:34][CH2:35][N:31]([CH2:30][C:29]3[CH:28]=[CH:27][C:26]([F:25])=[CH:47][CH:46]=3)[C:32]2=[O:45])=[CH:37][C:38]=1[CH3:44])=[O:42]. (6) Given the reactants [CH3:1][N:2]1[C:14]2[C:9](=[CH:10][CH:11]=[C:12]3[CH2:18][NH:17][CH2:16][CH2:15][C:13]3=2)[C:8]2[C:3]1=[CH:4][CH:5]=[CH:6][CH:7]=2.[CH:19]([O:22][C:23]1[CH:31]=[CH:30][C:29]([S:32]([CH3:35])(=[O:34])=[O:33])=[CH:28][C:24]=1[C:25](O)=[O:26])([CH3:21])[CH3:20], predict the reaction product. The product is: [CH:19]([O:22][C:23]1[CH:31]=[CH:30][C:29]([S:32]([CH3:35])(=[O:34])=[O:33])=[CH:28][C:24]=1[C:25]([N:17]1[CH2:16][CH2:15][C:13]2=[C:14]3[C:9](=[CH:10][CH:11]=[C:12]2[CH2:18]1)[C:8]1[C:3](=[CH:4][CH:5]=[CH:6][CH:7]=1)[N:2]3[CH3:1])=[O:26])([CH3:21])[CH3:20].